Dataset: Reaction yield outcomes from USPTO patents with 853,638 reactions. Task: Predict the reaction yield, written as a fraction of the theoretical maximum amount of product (1.0 means a 100% yield; for example, 0.34 means a 34% yield). (1) The reactants are [C:1]([NH2:9])(=[O:8])[C:2]1[CH:7]=[CH:6][CH:5]=[CH:4][CH:3]=1.I[C:11]1[CH:22]=[CH:21][C:14]([C:15]([O:17][CH2:18][CH:19]=[CH2:20])=[O:16])=[CH:13][CH:12]=1. No catalyst specified. The product is [CH2:18]([O:17][C:15]([C:14]1[CH:21]=[CH:22][C:11]([NH:9][C:1](=[O:8])[C:2]2[CH:7]=[CH:6][CH:5]=[CH:4][CH:3]=2)=[CH:12][CH:13]=1)=[O:16])[CH:19]=[CH2:20]. The yield is 0.910. (2) The reactants are O.[CH3:2][C:3]1([CH3:12])[CH2:8][C:7](=[O:9])[CH2:6][C:5]([CH3:11])([CH3:10])[NH:4]1.[CH3:13][I:14]. The catalyst is C(O)(C)C. The product is [IH:14].[CH3:13][N:4]1[C:5]([CH3:11])([CH3:10])[CH2:6][C:7](=[O:9])[CH2:8][C:3]1([CH3:12])[CH3:2]. The yield is 0.460. (3) The reactants are [F:1][C:2]1[CH:10]=[CH:9][C:5]([C:6]([OH:8])=[O:7])=[C:4]([N+:11]([O-])=O)[CH:3]=1. The catalyst is C(O)C.[C].[Pd]. The product is [NH2:11][C:4]1[CH:3]=[C:2]([F:1])[CH:10]=[CH:9][C:5]=1[C:6]([OH:8])=[O:7]. The yield is 1.00. (4) The reactants are [F:1][C:2]1[CH:3]=[C:4]([CH:41]=[CH:42][CH:43]=1)[CH2:5][N:6]1[C:10]([CH3:11])=[C:9]([C:12]2[C:20]3[C:15](=[N:16][CH:17]=[C:18]([C:21]4[CH:26]=[CH:25][C:24]([CH:27]5[CH2:32][CH2:31][N:30](C(OC(C)(C)C)=O)[CH2:29][CH2:28]5)=[CH:23][CH:22]=4)[CH:19]=3)[NH:14][CH:13]=2)[C:8]([CH3:40])=[N:7]1. The catalyst is C(O)(C(F)(F)F)=O.C(Cl)Cl. The product is [F:1][C:2]1[CH:3]=[C:4]([CH:41]=[CH:42][CH:43]=1)[CH2:5][N:6]1[C:10]([CH3:11])=[C:9]([C:12]2[C:20]3[C:15](=[N:16][CH:17]=[C:18]([C:21]4[CH:22]=[CH:23][C:24]([CH:27]5[CH2:28][CH2:29][NH:30][CH2:31][CH2:32]5)=[CH:25][CH:26]=4)[CH:19]=3)[NH:14][CH:13]=2)[C:8]([CH3:40])=[N:7]1. The yield is 0.129. (5) The yield is 0.986. No catalyst specified. The reactants are C(O[C:6]([N:8]1[CH2:13][CH2:12][N:11]([C:14]2C(=O)N(CC(C)C)N=[C:18]([C:21]3[CH:26]=[CH:25][C:24](C)=C(F)C=3)[C:19]=2C)[CH2:10][CH2:9]1)=O)(C)(C)C.[F:34][C:35]1[CH:40]=[CH:39][C:38]([C:41]2[C:42](C)=[C:43](OS(C)(=O)=O)[C:44](=[O:51])[N:45]([CH2:47][CH:48]([CH3:50])[CH3:49])[N:46]=2)=[CH:37][C:36]=1[CH3:58].C(N1CCNCC1)C1C=CC=CC=1. The product is [CH2:14]([N:11]1[CH2:10][CH2:9][N:8]([CH2:6][C:43]2[C:44](=[O:51])[N:45]([CH2:47][CH:48]([CH3:49])[CH3:50])[N:46]=[C:41]([C:38]3[CH:39]=[CH:40][C:35]([F:34])=[C:36]([CH3:58])[CH:37]=3)[CH:42]=2)[CH2:13][CH2:12]1)[C:19]1[CH:18]=[CH:21][CH:26]=[CH:25][CH:24]=1. (6) The reactants are [Br:1][C:2]1[CH:7]=[CH:6][C:5]([N:8]2[CH2:13][CH2:12][N:11]([CH2:14][C:15]([NH2:17])=[O:16])[CH2:10][CH2:9]2)=[C:4]([N+:18]([O-])=O)[CH:3]=1.[Cl-].[NH4+]. The catalyst is C1COCC1.O.[Zn]. The product is [NH2:18][C:4]1[CH:3]=[C:2]([Br:1])[CH:7]=[CH:6][C:5]=1[N:8]1[CH2:13][CH2:12][N:11]([CH2:14][C:15]([NH2:17])=[O:16])[CH2:10][CH2:9]1. The yield is 0.930.